Dataset: Full USPTO retrosynthesis dataset with 1.9M reactions from patents (1976-2016). Task: Predict the reactants needed to synthesize the given product. (1) Given the product [Cl:9][C:4]1[CH:5]=[C:6]([Cl:8])[CH:7]=[C:2]([N:14]([CH3:13])[CH3:17])[C:3]=1[OH:10], predict the reactants needed to synthesize it. The reactants are: N[C:2]1[CH:7]=[C:6]([Cl:8])[CH:5]=[C:4]([Cl:9])[C:3]=1[OH:10].C=O.[C:13]([BH3-])#[N:14].[Na+].[C:17](O)(=O)C. (2) The reactants are: C(O)(C(F)(F)F)=O.[Cl:8][C:9]1[CH:34]=[N:33][C:12]2[N:13]=[C:14]([N:20]3[CH2:23][CH:22]([N:24](C)[C:25](=O)OC(C)(C)C)[CH2:21]3)[C:15]3[N:16]([N:17]=[N:18][N:19]=3)[C:11]=2[CH:10]=1. Given the product [Cl:8][C:9]1[CH:34]=[N:33][C:12]2[N:13]=[C:14]([N:20]3[CH2:23][CH:22]([NH:24][CH3:25])[CH2:21]3)[C:15]3[N:16]([N:17]=[N:18][N:19]=3)[C:11]=2[CH:10]=1, predict the reactants needed to synthesize it. (3) Given the product [F:1][CH:2]([F:24])[O:3][C:4]1[CH:23]=[CH:22][C:7]([CH2:8][C:9]2[C:10]([CH3:21])=[C:11]([CH3:20])[C:12]([O:19][S:34]([C:37]([F:40])([F:39])[F:38])(=[O:36])=[O:35])=[C:13]([CH:18]=2)[C:14]([O:16][CH3:17])=[O:15])=[CH:6][CH:5]=1, predict the reactants needed to synthesize it. The reactants are: [F:1][CH:2]([F:24])[O:3][C:4]1[CH:23]=[CH:22][C:7]([CH2:8][C:9]2[C:10]([CH3:21])=[C:11]([CH3:20])[C:12]([OH:19])=[C:13]([CH:18]=2)[C:14]([O:16][CH3:17])=[O:15])=[CH:6][CH:5]=1.[H-].[Na+].C1C=CC(N([S:34]([C:37]([F:40])([F:39])[F:38])(=[O:36])=[O:35])[S:34]([C:37]([F:40])([F:39])[F:38])(=[O:36])=[O:35])=CC=1.Cl. (4) Given the product [C:1]([O:5][C:6]([NH:8][C:12]1([C:13]([OH:15])=[O:14])[CH2:16][O:26][C:9]([CH3:18])([CH3:17])[O:10][CH2:11]1)=[O:7])([CH3:4])([CH3:3])[CH3:2], predict the reactants needed to synthesize it. The reactants are: [C:1]([O:5][C:6]([N:8]1[C@@:12]([CH3:16])([C:13]([OH:15])=[O:14])[CH2:11][O:10][C:9]1([CH3:18])[CH3:17])=[O:7])([CH3:4])([CH3:3])[CH3:2].CN(C([O:26]N1N=NC2C=CC=NC1=2)=[N+](C)C)C.F[P-](F)(F)(F)(F)F.CCN(C(C)C)C(C)C.C(NN)(=O)C1C=CC=CC=1.